The task is: Predict the reaction yield, written as a fraction of the theoretical maximum amount of product (1.0 means a 100% yield; for example, 0.34 means a 34% yield).. This data is from Reaction yield outcomes from USPTO patents with 853,638 reactions. The reactants are [F:1][CH:2]([F:19])[CH2:3][NH:4][CH:5]1[CH2:11][CH2:10][C:9]2[CH:12]=[C:13]([N+:16]([O-])=O)[CH:14]=[CH:15][C:8]=2[CH2:7][CH2:6]1.[H][H]. The catalyst is [Pd].CO. The product is [F:1][CH:2]([F:19])[CH2:3][NH:4][CH:5]1[CH2:11][CH2:10][C:9]2[CH:12]=[C:13]([NH2:16])[CH:14]=[CH:15][C:8]=2[CH2:7][CH2:6]1. The yield is 0.890.